Dataset: Catalyst prediction with 721,799 reactions and 888 catalyst types from USPTO. Task: Predict which catalyst facilitates the given reaction. (1) The catalyst class is: 29. Reactant: [CH2:1]([O:3][C:4]([C:6]1([CH2:11][C:12]2[CH:17]=[CH:16][C:15]([O:18]CC3C=CC=CC=3)=[CH:14][N:13]=2)[CH2:10][CH2:9][CH2:8][O:7]1)=[O:5])[CH3:2]. Product: [OH:18][C:15]1[CH:16]=[CH:17][C:12]([CH2:11][C:6]2([C:4]([O:3][CH2:1][CH3:2])=[O:5])[CH2:10][CH2:9][CH2:8][O:7]2)=[N:13][CH:14]=1. (2) Reactant: [H-].[H-].[H-].[H-].[Li+].[Al+3].[N:7]1([C:11](=O)[C@@H:12]([NH:16][C:17](=O)OC(C)(C)C)[CH2:13][CH2:14][CH3:15])[CH2:10][CH2:9][CH2:8]1.O.[OH-].[Na+]. Product: [N:7]1([CH2:11][C@@H:12]([NH:16][CH3:17])[CH2:13][CH2:14][CH3:15])[CH2:10][CH2:9][CH2:8]1. The catalyst class is: 1. (3) Reactant: [Li]CCCC.Br[C:7]1[C:12]([CH:13]2OCC[O:14]2)=[C:11]([F:18])[C:10]([O:19][CH2:20][CH3:21])=[CH:9][CH:8]=1.[B:22](OC)([O:25]C)[O:23]C. Product: [CH2:20]([O:19][C:10]1[CH:9]=[CH:8][C:7]([B:22]([OH:25])[OH:23])=[C:12]([CH:13]=[O:14])[C:11]=1[F:18])[CH3:21]. The catalyst class is: 1. (4) Reactant: [C:1]([C:5]1[CH:6]=[C:7]([CH:19]=[C:20]([C:22]([CH3:25])([CH3:24])[CH3:23])[CH:21]=1)[CH2:8][CH:9]1[CH2:14][CH:13]([C:15]([O:17][CH3:18])=[O:16])[CH2:12][CH2:11][NH:10]1)([CH3:4])([CH3:3])[CH3:2].CCN(C(C)C)C(C)C.[C:35](Cl)(=[O:38])[O:36][CH3:37]. Product: [C:1]([C:5]1[CH:6]=[C:7]([CH:19]=[C:20]([C:22]([CH3:25])([CH3:24])[CH3:23])[CH:21]=1)[CH2:8][CH:9]1[CH2:14][CH:13]([C:15]([O:17][CH3:18])=[O:16])[CH2:12][CH2:11][N:10]1[C:35]([O:36][CH3:37])=[O:38])([CH3:3])([CH3:4])[CH3:2]. The catalyst class is: 2. (5) Reactant: [CH2:1]([O:3][CH2:4][CH2:5][O:6][C:7]1[CH:12]=[C:11]([CH3:13])[C:10]([C:14]2[CH:19]=[CH:18][CH:17]=[C:16]([CH2:20][NH:21][C:22]3[CH:27]=[CH:26][C:25]([CH2:28][CH2:29][C:30]([OH:32])=[O:31])=[C:24]([F:33])[CH:23]=3)[CH:15]=2)=[C:9]([CH3:34])[CH:8]=1)[CH3:2].[CH3:35][S:36]([OH:39])(=[O:38])=[O:37]. Product: [CH3:35][S:36]([OH:39])(=[O:38])=[O:37].[CH2:1]([O:3][CH2:4][CH2:5][O:6][C:7]1[CH:12]=[C:11]([CH3:13])[C:10]([C:14]2[CH:19]=[CH:18][CH:17]=[C:16]([CH2:20][NH:21][C:22]3[CH:27]=[CH:26][C:25]([CH2:28][CH2:29][C:30]([OH:32])=[O:31])=[C:24]([F:33])[CH:23]=3)[CH:15]=2)=[C:9]([CH3:34])[CH:8]=1)[CH3:2]. The catalyst class is: 27. (6) Reactant: [N-:1]=[N+:2]=[N-:3].[Na+].[CH3:5][O:6][C:7]([C@H:9]1[CH2:13][C@H:12](Br)[CH2:11][N:10]1[C:15]([O:17][C:18]([CH3:21])([CH3:20])[CH3:19])=[O:16])=[O:8]. Product: [CH3:5][O:6][C:7]([C@H:9]1[CH2:13][C@@H:12]([N:1]=[N+:2]=[N-:3])[CH2:11][N:10]1[C:15]([O:17][C:18]([CH3:21])([CH3:20])[CH3:19])=[O:16])=[O:8]. The catalyst class is: 35. (7) Reactant: [NH2:1][C:2]1[C:3]([C:9]([OH:11])=[O:10])=[N:4][C:5]([Br:8])=[CH:6][N:7]=1.[CH3:12]N1CCOCC1.C(Cl)(=O)OCC(C)C. Product: [NH2:1][C:2]1[C:3]([C:9]([O:11][CH3:12])=[O:10])=[N:4][C:5]([Br:8])=[CH:6][N:7]=1. The catalyst class is: 57. (8) Reactant: Cl[C:2]1[C:7]([F:8])=[C:6]([O:9][CH2:10][C:11]#[C:12][CH3:13])[N:5]=[CH:4][N:3]=1.C(=O)([O-])[O-].[K+].[K+].[F:20][C:21]1[CH:26]=[CH:25][CH:24]=[CH:23][C:22]=1[OH:27].[Cl-].[NH4+]. Product: [CH2:10]([O:9][C:6]1[C:7]([F:8])=[C:2]([O:27][C:22]2[CH:23]=[CH:24][CH:25]=[CH:26][C:21]=2[F:20])[N:3]=[CH:4][N:5]=1)[C:11]#[C:12][CH3:13]. The catalyst class is: 9. (9) Reactant: [CH2:1]([O:3][C:4]([CH:6]1[CH:10]([CH2:11][CH3:12])[CH2:9][CH:8]([CH2:13][S:14]([OH:17])(=[O:16])=O)[CH2:7]1)=[O:5])[CH3:2].C(Cl)(=O)C(Cl)=O.[CH2:24]([NH:26][CH2:27][CH3:28])[CH3:25]. Product: [CH2:24]([N:26]([CH2:27][CH3:28])[S:14]([CH2:13][CH:8]1[CH2:7][CH:6]([C:4]([O:3][CH2:1][CH3:2])=[O:5])[CH:10]([CH2:11][CH3:12])[CH2:9]1)(=[O:16])=[O:17])[CH3:25]. The catalyst class is: 59.